From a dataset of Catalyst prediction with 721,799 reactions and 888 catalyst types from USPTO. Predict which catalyst facilitates the given reaction. (1) Reactant: [CH3:1][N:2]1[C:10]2[C:5](=[CH:6][CH:7]=[CH:8][CH:9]=2)[C:4]([C:11](=[O:15])[C:12]([OH:14])=O)=[CH:3]1.[CH2:16]([NH:23][CH2:24][C:25]1[CH:30]=[CH:29][CH:28]=[CH:27][CH:26]=1)[C:17]1[CH:22]=[CH:21][CH:20]=[CH:19][CH:18]=1. Product: [CH2:24]([N:23]([CH2:16][C:17]1[CH:22]=[CH:21][CH:20]=[CH:19][CH:18]=1)[C:12](=[O:14])[C:11]([C:4]1[C:5]2[C:10](=[CH:9][CH:8]=[CH:7][CH:6]=2)[N:2]([CH3:1])[CH:3]=1)=[O:15])[C:25]1[CH:30]=[CH:29][CH:28]=[CH:27][CH:26]=1. The catalyst class is: 23. (2) Reactant: [N:1]1[NH:2][N:3]=[N:4][C:5]=1[CH2:6][NH:7][C:8]([C@@H:10]1[CH2:18][C:17]2[C:12](=[CH:13][CH:14]=[CH:15][CH:16]=2)[N:11]1[C:19](=[O:49])[CH2:20][NH:21][C:22](=[O:48])[C@@H:23]([NH:28][C:29](=[O:47])[CH2:30][C@@H:31]([NH:39]C(OC(C)(C)C)=O)[C:32]([O:34]C(C)(C)C)=[O:33])[C@@H:24]([CH3:27])[CH2:25][CH3:26])=[O:9]. Product: [NH2:39][C@H:31]([CH2:30][C:29](=[O:47])[NH:28][C@H:23]([C:22](=[O:48])[NH:21][CH2:20][C:19](=[O:49])[N:11]1[C:12]2[C:17](=[CH:16][CH:15]=[CH:14][CH:13]=2)[CH2:18][C@H:10]1[C:8](=[O:9])[NH:7][CH2:6][C:5]1[N:4]=[N:3][NH:2][N:1]=1)[C@@H:24]([CH3:27])[CH2:25][CH3:26])[C:32]([OH:34])=[O:33]. The catalyst class is: 617. (3) Product: [NH:26]1[CH2:25][CH2:24][N:23]=[C:22]1[NH:1][CH2:2][CH2:3][CH2:4][O:5][C:6]1[CH:14]=[C:13]2[C:9]([CH:10]=[CH:11][NH:12]2)=[CH:8][CH:7]=1. The catalyst class is: 3. Reactant: [NH2:1][CH2:2][CH2:3][CH2:4][O:5][C:6]1[CH:14]=[C:13]2[C:9]([CH:10]=[CH:11][NH:12]2)=[CH:8][CH:7]=1.Br.CC1C([C:22]2[NH:23][CH2:24][CH2:25][N:26]=2)=C(C)NN=1.C(N(CC)CC)C. (4) The catalyst class is: 8. Product: [ClH:44].[ClH:44].[CH3:43][O:42][CH2:41][C:34]1[CH:33]=[C:32]([C:29]2[CH:30]=[CH:31][C:26]([N:22]3[CH2:23][CH2:24][CH2:25][N:19]([C:16]4[CH:15]=[CH:14][C:13]([C:6]5[CH:5]=[C:4]([CH2:3][O:2][CH3:1])[CH:9]=[C:8]([CH2:10][O:11][CH3:12])[CH:7]=5)=[CH:18][N:17]=4)[CH2:20][CH2:21]3)=[N:27][CH:28]=2)[CH:37]=[C:36]([CH2:38][O:39][CH3:40])[CH:35]=1. Reactant: [CH3:1][O:2][CH2:3][C:4]1[CH:5]=[C:6]([C:13]2[CH:14]=[CH:15][C:16]([N:19]3[CH2:25][CH2:24][CH2:23][N:22]([C:26]4[CH:31]=[CH:30][C:29]([C:32]5[CH:37]=[C:36]([CH2:38][O:39][CH3:40])[CH:35]=[C:34]([CH2:41][O:42][CH3:43])[CH:33]=5)=[CH:28][N:27]=4)[CH2:21][CH2:20]3)=[N:17][CH:18]=2)[CH:7]=[C:8]([CH2:10][O:11][CH3:12])[CH:9]=1.[ClH:44]. (5) Reactant: [CH2:1]([O:5][C:6]([N:8]1[CH2:13][CH2:12][N:11]([C:14]2[CH:19]=[N:18][CH:17]=[C:16](Cl)[N:15]=2)[CH2:10][CH2:9]1)=[O:7])[CH:2]([CH3:4])[CH3:3].CC1(C)C(C)(C)OB([C:29]2[CH:34]=[CH:33][CH:32]=[CH:31][C:30]=2[OH:35])O1.C([O-])([O-])=O.[K+].[K+]. Product: [CH2:1]([O:5][C:6]([N:8]1[CH2:13][CH2:12][N:11]([C:14]2[CH:19]=[N:18][CH:17]=[C:16]([C:29]3[CH:34]=[CH:33][CH:32]=[CH:31][C:30]=3[OH:35])[N:15]=2)[CH2:10][CH2:9]1)=[O:7])[CH:2]([CH3:4])[CH3:3]. The catalyst class is: 73. (6) The catalyst class is: 9. Product: [CH3:80][C:81]1[CH:87]=[C:86]([CH3:88])[CH:85]=[C:84]([CH3:89])[C:82]=1[NH:83][C:23]([C:18]1[NH:19][C:20]2[C:16]([CH:17]=1)=[CH:15][C:14]([C:12]([N:9]1[CH2:8][CH2:7][N:6]([CH:1]3[CH2:2][CH2:3][CH2:4][CH2:5]3)[CH2:11][CH2:10]1)=[O:13])=[CH:22][CH:21]=2)=[O:24]. Reactant: [CH:1]1([N:6]2[CH2:11][CH2:10][N:9]([C:12]([C:14]3[CH:15]=[C:16]4[C:20](=[CH:21][CH:22]=3)[NH:19][C:18]([C:23](O)=[O:24])=[CH:17]4)=[O:13])[CH2:8][CH2:7]2)[CH2:5][CH2:4][CH2:3][CH2:2]1.C1(N2CCN(C(C3C=C4C(=CC=3)NC(C(N3CCS(=O)(=O)CC3)=O)=C4)=O)CC2)CCCC1.F[B-](F)(F)F.N1(OC(N(C)C)=[N+](C)C)C2C=CC=CC=2N=N1.[CH3:80][C:81]1[CH:87]=[C:86]([CH3:88])[CH:85]=[C:84]([CH3:89])[C:82]=1[NH2:83].C(N(CC)C(C)C)(C)C. (7) Reactant: [Cl:1][C:2]1[C:11]2[C:6](=[CH:7][C:8]([OH:12])=[CH:9][CH:10]=2)[CH:5]=[CH:4][N:3]=1.C(=O)([O-])[O-].[K+].[K+].[C:19]([O:22][CH2:23][CH3:24])(=[O:21])[CH3:20].BrCC(OCC)=O. Product: [Cl:1][C:2]1[C:11]2[C:6](=[CH:7][C:8]([O:12][CH2:20][C:19]([O:22][CH2:23][CH3:24])=[O:21])=[CH:9][CH:10]=2)[CH:5]=[CH:4][N:3]=1. The catalyst class is: 21.